This data is from Full USPTO retrosynthesis dataset with 1.9M reactions from patents (1976-2016). The task is: Predict the reactants needed to synthesize the given product. (1) Given the product [Cl:1][C:2]1[N:11]=[CH:10][C:9]2[N:8]([CH2:20][CH3:21])[C:7](=[O:12])[C@@H:6]([CH2:13][CH3:14])[N:5]([CH:15]3[CH2:19][CH2:18][CH2:17][CH2:16]3)[C:4]=2[N:3]=1, predict the reactants needed to synthesize it. The reactants are: [Cl:1][C:2]1[N:11]=[CH:10][C:9]2[NH:8][C:7](=[O:12])[C@@H:6]([CH2:13][CH3:14])[N:5]([CH:15]3[CH2:19][CH2:18][CH2:17][CH2:16]3)[C:4]=2[N:3]=1.[CH2:20](I)[CH3:21].[H-].[Na+].O. (2) Given the product [CH3:1][O:2][C:3]1[CH:17]=[C:16]([O:18][CH3:19])[CH:15]=[CH:14][C:4]=1[CH2:5][N:6]1[C:10](=[O:11])[CH2:9][N:8]([C:31]2[CH:32]=[CH:27][C:28]([N+:36]([O-:38])=[O:37])=[CH:29][C:30]=2[N+:33]([O-:35])=[O:34])[S:7]1(=[O:13])=[O:12], predict the reactants needed to synthesize it. The reactants are: [CH3:1][O:2][C:3]1[CH:17]=[C:16]([O:18][CH3:19])[CH:15]=[CH:14][C:4]=1[CH2:5][N:6]1[C:10](=[O:11])[CH2:9][NH:8][S:7]1(=[O:13])=[O:12].C([O-])([O-])=O.[Cs+].[Cs+].F[C:27]1[CH:32]=[CH:31][C:30]([N+:33]([O-:35])=[O:34])=[CH:29][C:28]=1[N+:36]([O-:38])=[O:37]. (3) The reactants are: C1(P(C2C=CC=CC=2)C2C=CC=CC=2)C=CC=CC=1.CC(OC(/N=N/C(OC(C)C)=O)=O)C.[C:34]([O:38][C:39]([NH:41][C@H:42]1[C@H:47]([OH:48])[CH2:46][CH2:45][N:44]([C:49]([O:51][CH2:52][C:53]2[CH:58]=[CH:57][CH:56]=[CH:55][CH:54]=2)=[O:50])[CH2:43]1)=[O:40])([CH3:37])([CH3:36])[CH3:35].[C:59](O)(=[O:66])[C:60]1[CH:65]=[CH:64][CH:63]=[CH:62][CH:61]=1. Given the product [C:59]([O:48][C@H:47]1[CH2:46][CH2:45][N:44]([C:49]([O:51][CH2:52][C:53]2[CH:58]=[CH:57][CH:56]=[CH:55][CH:54]=2)=[O:50])[CH2:43][C@H:42]1[NH:41][C:39]([O:38][C:34]([CH3:37])([CH3:35])[CH3:36])=[O:40])(=[O:66])[C:60]1[CH:65]=[CH:64][CH:63]=[CH:62][CH:61]=1, predict the reactants needed to synthesize it. (4) Given the product [CH2:1]([O:8][C:9]([C:10]1[C:11]2[N:25]=[C:35]([NH2:36])[NH:24][C:12]=2[CH:13]=[C:14]([O:16][CH2:17][C:18]2[CH:23]=[CH:22][CH:21]=[CH:20][CH:19]=2)[CH:15]=1)=[O:26])[C:2]1[CH:3]=[CH:4][CH:5]=[CH:6][CH:7]=1, predict the reactants needed to synthesize it. The reactants are: [CH2:1]([O:8][C:9](=[O:26])[C:10]1[CH:15]=[C:14]([O:16][CH2:17][C:18]2[CH:23]=[CH:22][CH:21]=[CH:20][CH:19]=2)[CH:13]=[C:12]([NH2:24])[C:11]=1[NH2:25])[C:2]1[CH:7]=[CH:6][CH:5]=[CH:4][CH:3]=1.COC(C1C2N=C(N)[NH:36][C:35]=2C=CC=1)=O.BrC#N. (5) Given the product [Cl:11][C:5]1[S:1][C:2]([CH:6]([SH:10])[C:7]([OH:9])=[O:8])=[CH:3][CH:4]=1, predict the reactants needed to synthesize it. The reactants are: [S:1]1[CH:5]=[CH:4][CH:3]=[C:2]1[CH:6]([SH:10])[C:7]([OH:9])=[O:8].[Cl:11]N1C(=O)CCC1=O. (6) Given the product [N:30]1[CH:35]=[CH:34][CH:33]=[C:32]([CH:36]([C:6]2[N:5]([C:7]([C:8]3[CH:9]=[CH:10][CH:11]=[CH:12][CH:13]=3)([C:14]3[CH:15]=[CH:16][CH:17]=[CH:18][CH:19]=3)[C:20]3[CH:25]=[CH:24][CH:23]=[CH:22][CH:21]=3)[CH:4]=[N:3][CH:2]=2)[OH:37])[CH:31]=1, predict the reactants needed to synthesize it. The reactants are: I[C:2]1[N:3]=[CH:4][N:5]([C:7]([C:20]2[CH:25]=[CH:24][CH:23]=[CH:22][CH:21]=2)([C:14]2[CH:19]=[CH:18][CH:17]=[CH:16][CH:15]=2)[C:8]2[CH:13]=[CH:12][CH:11]=[CH:10][CH:9]=2)[CH:6]=1.C([Mg]Br)C.[N:30]1[CH:35]=[CH:34][CH:33]=[C:32]([CH:36]=[O:37])[CH:31]=1. (7) Given the product [CH:22]1([CH:20]([O:19][C:17]2[CH:16]=[CH:15][C:13]3[CH2:14][NH:8][CH2:9][CH2:10][O:11][C:12]=3[N:18]=2)[CH3:21])[CH2:24][CH2:23]1, predict the reactants needed to synthesize it. The reactants are: C([N:8]1[CH2:14][C:13]2[CH:15]=[CH:16][C:17]([O:19][CH:20]([CH:22]3[CH2:24][CH2:23]3)[CH3:21])=[N:18][C:12]=2[O:11][CH2:10][CH2:9]1)C1C=CC=CC=1. (8) Given the product [Cl-:42].[F:12][C:9]([F:10])([F:11])[O:8][C:5]1[CH:6]=[CH:7][CH:2]=[C:3]2[C:4]=1[CH2:18][CH2:19][C:14]1([O:13]2)[CH2:34][CH2:33][NH2+:32][CH2:31][CH2:30]1, predict the reactants needed to synthesize it. The reactants are: Br[C:2]1[CH:7]=[CH:6][C:5]([O:8][C:9]([F:12])([F:11])[F:10])=[CH:4][C:3]=1[O:13][CH2:14]OC.Br[C:18]1C=CC(OC(F)(F)F)=C[C:19]=1O.[CH3:30][CH2:31][N:32](C(C)C)[CH:33](C)[CH3:34].C([Cl:42])OC. (9) Given the product [F:21][C:19]1[CH:18]=[CH:17][C:16]([O:22][CH3:23])=[C:15]([CH2:14][CH2:13][CH:10]2[O:9][CH:8]([CH2:7][CH2:6][NH:5][CH3:4])[CH2:12][CH2:11]2)[CH:20]=1, predict the reactants needed to synthesize it. The reactants are: C(O[C:4](=O)[NH:5][CH2:6][CH2:7][CH:8]1[CH2:12][CH2:11][CH:10]([CH2:13][CH2:14][C:15]2[CH:20]=[C:19]([F:21])[CH:18]=[CH:17][C:16]=2[O:22][CH3:23])[O:9]1)C.[H-].[H-].[H-].[H-].[Li+].[Al+3].Cl.[OH-].[Na+]. (10) Given the product [CH3:25][N:3]([CH3:2])[CH2:4][CH2:5][CH2:6][C:7]1([C:18]2[CH:19]=[CH:20][C:21]([F:24])=[CH:22][CH:23]=2)[C:11]2[CH:12]=[CH:13][C:14]([C:16]([N:26]3[CH2:30][CH2:29][CH2:28][CH2:27]3)=[NH:17])=[CH:15][C:10]=2[CH2:9][O:8]1, predict the reactants needed to synthesize it. The reactants are: Br.[CH3:2][N:3]([CH3:25])[CH2:4][CH2:5][CH2:6][C:7]1([C:18]2[CH:23]=[CH:22][C:21]([F:24])=[CH:20][CH:19]=2)[C:11]2[CH:12]=[CH:13][C:14]([C:16]#[N:17])=[CH:15][C:10]=2[CH2:9][O:8]1.[NH:26]1[CH2:30][CH2:29][CH2:28][CH2:27]1.